From a dataset of Reaction yield outcomes from USPTO patents with 853,638 reactions. Predict the reaction yield, written as a fraction of the theoretical maximum amount of product (1.0 means a 100% yield; for example, 0.34 means a 34% yield). (1) The catalyst is [Na+].[Cl-]. The product is [CH2:16]([O:12][CH2:11][CH2:10][O:9][CH2:8][CH2:7][O:6][CH2:5][CH2:4][O:3][CH2:2][CH2:1][OH:13])[C:17]1[CH:22]=[CH:21][CH:20]=[CH:19][CH:18]=1. The reactants are [CH2:1]([OH:13])[CH2:2][O:3][CH2:4][CH2:5][O:6][CH2:7][CH2:8][O:9][CH2:10][CH2:11][OH:12].[OH-].[Na+].[CH2:16](Cl)[C:17]1[CH:22]=[CH:21][CH:20]=[CH:19][CH:18]=1. The yield is 0.710. (2) The reactants are [CH:1]1([N:7]2[C:11]([CH2:12][S:13][C:14]3[N:19]=[C:18]([OH:20])[CH:17]=[C:16]([CH3:21])[N:15]=3)=[CH:10][N:9]=[CH:8]2)[CH2:6][CH2:5][CH2:4][CH2:3][CH2:2]1.[ClH:22].O1CCOCC1. The catalyst is CO. The product is [ClH:22].[CH:1]1([N:7]2[C:11]([CH2:12][S:13][C:14]3[N:19]=[C:18]([OH:20])[CH:17]=[C:16]([CH3:21])[N:15]=3)=[CH:10][N:9]=[CH:8]2)[CH2:6][CH2:5][CH2:4][CH2:3][CH2:2]1. The yield is 0.980.